From a dataset of TCR-epitope binding with 47,182 pairs between 192 epitopes and 23,139 TCRs. Binary Classification. Given a T-cell receptor sequence (or CDR3 region) and an epitope sequence, predict whether binding occurs between them. The epitope is NLNESLIDL. The TCR CDR3 sequence is CASSQGLAGVTGELFF. Result: 1 (the TCR binds to the epitope).